This data is from Catalyst prediction with 721,799 reactions and 888 catalyst types from USPTO. The task is: Predict which catalyst facilitates the given reaction. (1) Reactant: [CH2:1]([Mg]Cl)[CH3:2].[CH3:5][O:6][C:7]1[CH:22]=[CH:21][C:10]([C:11]([C:13]2[CH:18]=[CH:17][C:16]([O:19][CH3:20])=[CH:15][CH:14]=2)=[O:12])=[CH:9][CH:8]=1.[Cl-].[NH4+]. Product: [CH3:20][O:19][C:16]1[CH:17]=[CH:18][C:13]([C:11]([C:10]2[CH:9]=[CH:8][C:7]([O:6][CH3:5])=[CH:22][CH:21]=2)([OH:12])[CH2:1][CH3:2])=[CH:14][CH:15]=1. The catalyst class is: 1. (2) Reactant: [CH2:1]([C:4]1[C:13]([N:14]([C@H:17]2[CH2:22][CH2:21][C@H:20]([NH:23][C:24]([O:26][C:27]([CH3:30])([CH3:29])[CH3:28])=[O:25])[CH2:19][CH2:18]2)[CH2:15][CH3:16])=[CH:12][CH:11]=[CH:10][C:5]=1[C:6]([O:8]C)=[O:7])[CH:2]=[CH2:3].[OH-].[Na+].Cl. Product: [CH2:1]([C:4]1[C:13]([N:14]([C@H:17]2[CH2:18][CH2:19][C@H:20]([NH:23][C:24]([O:26][C:27]([CH3:28])([CH3:30])[CH3:29])=[O:25])[CH2:21][CH2:22]2)[CH2:15][CH3:16])=[CH:12][CH:11]=[CH:10][C:5]=1[C:6]([OH:8])=[O:7])[CH:2]=[CH2:3]. The catalyst class is: 5. (3) Reactant: Br[C:2]1[CH:7]=[CH:6][C:5]([CH2:8][CH2:9][C:10]([N:12]([CH:22]([CH3:24])[CH3:23])[NH:13][C:14](=[O:21])[C:15]2[CH:20]=[CH:19][CH:18]=[CH:17][CH:16]=2)=[O:11])=[CH:4][CH:3]=1.C([O-])([O-])=O.[Na+].[Na+].[C:31]1(B(O)O)[CH:36]=[CH:35][CH:34]=[CH:33][CH:32]=1. Product: [C:2]1([C:31]2[CH:36]=[CH:35][CH:34]=[CH:33][CH:32]=2)[CH:7]=[CH:6][C:5]([CH2:8][CH2:9][C:10]([N:12]([CH:22]([CH3:24])[CH3:23])[NH:13][C:14](=[O:21])[C:15]2[CH:20]=[CH:19][CH:18]=[CH:17][CH:16]=2)=[O:11])=[CH:4][CH:3]=1. The catalyst class is: 57.